Task: Predict which catalyst facilitates the given reaction.. Dataset: Catalyst prediction with 721,799 reactions and 888 catalyst types from USPTO (1) Reactant: [N-:1]=[N+:2]=[N-:3].[Na+].CS(O[C@H:10]1[CH2:14][N:13]([C:15]([O:17][CH2:18][C:19]2[CH:24]=[CH:23][C:22]([N+:25]([O-:27])=[O:26])=[CH:21][CH:20]=2)=[O:16])[C@H:12]([C:28]([C:30]2[N:31]=[CH:32][N:33]3[CH:37]=[CH:36][S:35][C:34]=23)=[O:29])[CH2:11]1)(=O)=O.O. Product: [N:1]([C@@H:10]1[CH2:14][N:13]([C:15]([O:17][CH2:18][C:19]2[CH:24]=[CH:23][C:22]([N+:25]([O-:27])=[O:26])=[CH:21][CH:20]=2)=[O:16])[C@H:12]([C:28]([C:30]2[N:31]=[CH:32][N:33]3[CH:37]=[CH:36][S:35][C:34]=23)=[O:29])[CH2:11]1)=[N+:2]=[N-:3]. The catalyst class is: 3. (2) Reactant: [CH3:1][C:2]1[CH:10]=[C:9]2[C:5]([CH2:6][C:7](=[O:11])[NH:8]2)=[CH:4][CH:3]=1.Cl[C:13]1[C:22]2[C:17](=[CH:18][C:19]([O:23][CH2:24][CH2:25][CH2:26][N:27]3[CH2:32][CH2:31][O:30][CH2:29][CH2:28]3)=[CH:20][CH:21]=2)[N:16]=[CH:15][N:14]=1. Product: [CH3:1][C:2]1[CH:10]=[C:9]2[C:5]([C:6]([C:13]3[C:22]4[C:17](=[CH:18][C:19]([O:23][CH2:24][CH2:25][CH2:26][N:27]5[CH2:32][CH2:31][O:30][CH2:29][CH2:28]5)=[CH:20][CH:21]=4)[N:16]=[CH:15][N:14]=3)=[C:7]([OH:11])[NH:8]2)=[CH:4][CH:3]=1. The catalyst class is: 192. (3) Reactant: [NH2:1][C:2]1[CH:3]=[CH:4][C:5]2[N:9]=[CH:8][N:7]([CH:10]([C:17]3[CH:22]=[CH:21][CH:20]=[CH:19][CH:18]=3)[CH2:11][C:12]([O:14][CH2:15][CH3:16])=[O:13])[C:6]=2[CH:23]=1.C(N(CC)CC)C.[N+:31]([C:34]1[CH:42]=[CH:41][C:37]([C:38](Cl)=[O:39])=[CH:36][CH:35]=1)([O-:33])=[O:32]. Product: [N+:31]([C:34]1[CH:35]=[CH:36][C:37]([C:38]([NH:1][C:2]2[CH:3]=[CH:4][C:5]3[N:9]=[CH:8][N:7]([CH:10]([C:17]4[CH:18]=[CH:19][CH:20]=[CH:21][CH:22]=4)[CH2:11][C:12]([O:14][CH2:15][CH3:16])=[O:13])[C:6]=3[CH:23]=2)=[O:39])=[CH:41][CH:42]=1)([O-:33])=[O:32]. The catalyst class is: 4. (4) Reactant: [Cl-].[C:2]1([S+:8]([C:15]2[CH:20]=[CH:19][CH:18]=[CH:17][CH:16]=2)[C:9]2[CH:14]=[CH:13][CH:12]=[CH:11][CH:10]=2)[CH:7]=[CH:6][CH:5]=[CH:4][CH:3]=1.[F:21][C:22]([F:37])([S:33]([O-:36])(=[O:35])=[O:34])[C:23]([F:32])([F:31])[CH:24]1[CH2:29][CH:28]2[CH2:30][CH:25]1[CH2:26][CH2:27]2.[Na+]. Product: [F:37][C:22]([F:21])([S:33]([O-:36])(=[O:35])=[O:34])[C:23]([F:32])([F:31])[CH:24]1[CH2:29][CH:28]2[CH2:30][CH:25]1[CH2:26][CH2:27]2.[C:15]1([S+:8]([C:2]2[CH:3]=[CH:4][CH:5]=[CH:6][CH:7]=2)[C:9]2[CH:14]=[CH:13][CH:12]=[CH:11][CH:10]=2)[CH:16]=[CH:17][CH:18]=[CH:19][CH:20]=1. The catalyst class is: 6. (5) Reactant: [Br:1][C:2]1[CH:3]=[CH:4][C:5]2[C:6]3[N:15]([CH2:16][CH:17]([CH3:19])[CH3:18])[C:14]([CH2:20]Cl)=[N:13][C:7]=3[C:8]([NH2:12])=[N:9][C:10]=2[CH:11]=1.[OH:22][N:23]1[C:27](=[O:28])[C:26]2=[CH:29][CH:30]=[CH:31][CH:32]=[C:25]2[C:24]1=[O:33].C(N(CC)CC)C.C(OCC)C. Product: [NH2:12][C:8]1[C:7]2[N:13]=[C:14]([CH2:20][O:22][N:23]3[C:27](=[O:28])[C:26]4[C:25](=[CH:32][CH:31]=[CH:30][CH:29]=4)[C:24]3=[O:33])[N:15]([CH2:16][CH:17]([CH3:19])[CH3:18])[C:6]=2[C:5]2[CH:4]=[CH:3][C:2]([Br:1])=[CH:11][C:10]=2[N:9]=1. The catalyst class is: 3.